Dataset: Forward reaction prediction with 1.9M reactions from USPTO patents (1976-2016). Task: Predict the product of the given reaction. (1) Given the reactants Br[C:2]1[CH:3]=[C:4]([CH2:9]N)[CH:5]=[CH:6][C:7]=1C.[B:11]1([B:11]2[O:15][C:14]([CH3:17])([CH3:16])[C:13]([CH3:19])([CH3:18])[O:12]2)[O:15][C:14]([CH3:17])([CH3:16])[C:13]([CH3:19])([CH3:18])[O:12]1.C([O-])(=O)C.[K+].[CH3:34][N:35](C)C=O, predict the reaction product. The product is: [CH3:34][NH:35][C:7]1[CH:2]=[CH:3][C:4]([CH3:9])=[C:5]([B:11]2[O:15][C:14]([CH3:17])([CH3:16])[C:13]([CH3:19])([CH3:18])[O:12]2)[CH:6]=1. (2) Given the reactants [O:1]1[C:5]2=[N:6][CH:7]=[CH:8][CH:9]=[C:4]2[C:3]([CH:10]=[O:11])=[CH:2]1.CC([OH:16])(C)C.CC(=CC)C.[O-]Cl=O.[Na+], predict the reaction product. The product is: [O:1]1[C:5]2=[N:6][CH:7]=[CH:8][CH:9]=[C:4]2[C:3]([C:10]([OH:16])=[O:11])=[CH:2]1. (3) Given the reactants [O:1]([C:8]1[CH:13]=[CH:12][C:11]([C:14]2[C:22]3[C:17](=[N:18][CH:19]=[N:20][C:21]=3[NH2:23])[N:16]([CH:24]3[CH2:32][CH2:31][C:27]4([CH2:30][NH:29][CH2:28]4)[CH2:26][CH2:25]3)[N:15]=2)=[CH:10][CH:9]=1)[C:2]1[CH:7]=[CH:6][CH:5]=[CH:4][CH:3]=1.C(N(CC)CC)C.[C:40](Cl)(=[O:43])[CH:41]=[CH2:42], predict the reaction product. The product is: [NH2:23][C:21]1[N:20]=[CH:19][N:18]=[C:17]2[N:16]([CH:24]3[CH2:32][CH2:31][C:27]4([CH2:30][N:29]([C:40](=[O:43])[CH:41]=[CH2:42])[CH2:28]4)[CH2:26][CH2:25]3)[N:15]=[C:14]([C:11]3[CH:10]=[CH:9][C:8]([O:1][C:2]4[CH:3]=[CH:4][CH:5]=[CH:6][CH:7]=4)=[CH:13][CH:12]=3)[C:22]=12. (4) Given the reactants [Cl:1][C:2]1[C:10]([Cl:11])=[CH:9][CH:8]=[CH:7][C:3]=1[C:4]([OH:6])=O.[NH2:12][CH2:13][C:14]1([C:22]2[CH:23]=[CH:24][C:25]([C:28]([OH:31])([CH3:30])[CH3:29])=[N:26][CH:27]=2)[CH2:19][CH2:18][C:17]([F:21])([F:20])[CH2:16][CH2:15]1, predict the reaction product. The product is: [Cl:1][C:2]1[C:10]([Cl:11])=[CH:9][CH:8]=[CH:7][C:3]=1[C:4]([NH:12][CH2:13][C:14]1([C:22]2[CH:27]=[N:26][C:25]([C:28]([OH:31])([CH3:29])[CH3:30])=[CH:24][CH:23]=2)[CH2:19][CH2:18][C:17]([F:21])([F:20])[CH2:16][CH2:15]1)=[O:6].